This data is from Forward reaction prediction with 1.9M reactions from USPTO patents (1976-2016). The task is: Predict the product of the given reaction. (1) Given the reactants Br[C:2]1[CH:7]=[C:6]([C:8]2[CH:9]=[N:10][CH:11]=[CH:12][CH:13]=2)[CH:5]=[C:4]([N+:14]([O-:16])=[O:15])[C:3]=1[NH2:17].[Br-], predict the reaction product. The product is: [N+:14]([C:4]1[CH:5]=[C:6]([C:8]2[CH:9]=[N:10][CH:11]=[CH:12][CH:13]=2)[CH:7]=[C:2]([C:9]2[CH:8]=[CH:13][CH:12]=[CH:11][N:10]=2)[C:3]=1[NH2:17])([O-:16])=[O:15]. (2) Given the reactants [O:1]1[C:5]2[CH:6]=[CH:7][C:8]([C:10]3([C:13]([NH:15][C:16]4[N:21]=[C:20]([C:22]5[CH:23]=[N:24][C:25]([O:28]C)=[CH:26][CH:27]=5)[CH:19]=[C:18]([CH3:30])[CH:17]=4)=[O:14])[CH2:12][CH2:11]3)=[CH:9][C:4]=2[CH2:3][CH2:2]1.[Si](I)(C)(C)C.CO, predict the reaction product. The product is: [O:1]1[C:5]2[CH:6]=[CH:7][C:8]([C:10]3([C:13]([NH:15][C:16]4[CH:17]=[C:18]([CH3:30])[CH:19]=[C:20]([C:22]5[CH:27]=[CH:26][C:25](=[O:28])[NH:24][CH:23]=5)[N:21]=4)=[O:14])[CH2:12][CH2:11]3)=[CH:9][C:4]=2[CH2:3][CH2:2]1.